Dataset: Peptide-MHC class I binding affinity with 185,985 pairs from IEDB/IMGT. Task: Regression. Given a peptide amino acid sequence and an MHC pseudo amino acid sequence, predict their binding affinity value. This is MHC class I binding data. (1) The MHC is HLA-B51:01 with pseudo-sequence HLA-B51:01. The binding affinity (normalized) is 0.0847. The peptide sequence is GVPELGAFF. (2) The peptide sequence is PLTLLIKTL. The MHC is HLA-A02:06 with pseudo-sequence HLA-A02:06. The binding affinity (normalized) is 0.168. (3) The peptide sequence is IVFYRSGTE. The MHC is HLA-B07:02 with pseudo-sequence HLA-B07:02. The binding affinity (normalized) is 0. (4) The peptide sequence is YGNVYVKF. The MHC is Mamu-B52 with pseudo-sequence Mamu-B52. The binding affinity (normalized) is 0.743.